Dataset: TCR-epitope binding with 47,182 pairs between 192 epitopes and 23,139 TCRs. Task: Binary Classification. Given a T-cell receptor sequence (or CDR3 region) and an epitope sequence, predict whether binding occurs between them. (1) The epitope is IPRRNVATL. The TCR CDR3 sequence is CASSLLPPGQGRNQPQHF. Result: 0 (the TCR does not bind to the epitope). (2) The epitope is LPAADLDDF. The TCR CDR3 sequence is CASRRRSGELFF. Result: 1 (the TCR binds to the epitope). (3) The epitope is TLIGDCATV. The TCR CDR3 sequence is CASSLKGALDNSPLHF. Result: 1 (the TCR binds to the epitope).